This data is from Forward reaction prediction with 1.9M reactions from USPTO patents (1976-2016). The task is: Predict the product of the given reaction. The product is: [Br:1][C:2]1[CH:3]=[CH:4][C:5]([NH:8][CH2:12][C:11]2[CH:14]=[CH:15][CH:16]=[CH:17][C:10]=2[F:9])=[N:6][CH:7]=1. Given the reactants [Br:1][C:2]1[CH:3]=[CH:4][C:5]([NH2:8])=[N:6][CH:7]=1.[F:9][C:10]1[CH:17]=[CH:16][CH:15]=[CH:14][C:11]=1[CH:12]=O.C([SiH](CC)CC)C.FC(F)(F)C(O)=O.C(=O)([O-])[O-].[K+].[K+], predict the reaction product.